The task is: Predict the reactants needed to synthesize the given product.. This data is from Full USPTO retrosynthesis dataset with 1.9M reactions from patents (1976-2016). (1) The reactants are: CC(C)([O-])C.[Na+].Br[C:8]1[C:17]2[O:16][CH2:15][CH2:14][N:13]([S:18]([C:21]3[CH:26]=[CH:25][C:24]([Cl:27])=[CH:23][CH:22]=3)(=[O:20])=[O:19])[C:12]=2[CH:11]=[C:10]([CH3:28])[CH:9]=1.[NH:29]1[CH2:34][CH2:33][NH:32][CH2:31][CH2:30]1. Given the product [Cl:27][C:24]1[CH:25]=[CH:26][C:21]([S:18]([N:13]2[C:12]3[CH:11]=[C:10]([CH3:28])[CH:9]=[C:8]([N:29]4[CH2:34][CH2:33][NH:32][CH2:31][CH2:30]4)[C:17]=3[O:16][CH2:15][CH2:14]2)(=[O:20])=[O:19])=[CH:22][CH:23]=1, predict the reactants needed to synthesize it. (2) Given the product [NH2:27][C:24]1[CH:23]=[CH:22][C:21]([O:20][C:14]2[CH:13]=[C:12]([NH:11][C:9](=[O:10])[C:8]3[CH:30]=[CH:31][CH:32]=[C:6]([C:3]([C:1]#[N:2])([CH3:5])[CH3:4])[CH:7]=3)[CH:17]=[CH:16][C:15]=2[O:18][CH3:19])=[CH:26][CH:25]=1, predict the reactants needed to synthesize it. The reactants are: [C:1]([C:3]([C:6]1[CH:7]=[C:8]([CH:30]=[CH:31][CH:32]=1)[C:9]([NH:11][C:12]1[CH:17]=[CH:16][C:15]([O:18][CH3:19])=[C:14]([O:20][C:21]2[CH:26]=[CH:25][C:24]([N+:27]([O-])=O)=[CH:23][CH:22]=2)[CH:13]=1)=[O:10])([CH3:5])[CH3:4])#[N:2].O1CCCC1.